Dataset: Peptide-MHC class I binding affinity with 185,985 pairs from IEDB/IMGT. Task: Regression. Given a peptide amino acid sequence and an MHC pseudo amino acid sequence, predict their binding affinity value. This is MHC class I binding data. (1) The peptide sequence is AELLPDTTYL. The MHC is HLA-B44:02 with pseudo-sequence HLA-B44:02. The binding affinity (normalized) is 0.415. (2) The peptide sequence is ELPEVSLRV. The MHC is Mamu-A01 with pseudo-sequence Mamu-A01. The binding affinity (normalized) is 0.130.